From a dataset of Forward reaction prediction with 1.9M reactions from USPTO patents (1976-2016). Predict the product of the given reaction. (1) Given the reactants C(Cl)(=O)C(Cl)=O.CS(C)=O.[N:11]1[CH:16]=[CH:15][C:14]([C:17]2[CH:24]=[CH:23][C:20]([CH2:21][OH:22])=[CH:19][CH:18]=2)=[CH:13][CH:12]=1.CCN(CC)CC, predict the reaction product. The product is: [N:11]1[CH:16]=[CH:15][C:14]([C:17]2[CH:24]=[CH:23][C:20]([CH:21]=[O:22])=[CH:19][CH:18]=2)=[CH:13][CH:12]=1. (2) Given the reactants [Cl:1][C:2]1[CH:3]=[C:4]([NH:19][C:20]2[C:30]3[CH:29]=[C:28]([C:31]([OH:33])=O)[CH2:27][CH2:26][NH:25][C:24]=3[N:23]=[CH:22][N:21]=2)[CH:5]=[CH:6][C:7]=1[O:8][C:9]1[CH:14]=[CH:13][CH:12]=[C:11]([C:15]([F:18])([F:17])[F:16])[CH:10]=1.[NH2:34][CH2:35][CH2:36][NH:37][C:38](=[O:40])[CH3:39].ON1C2C=CC=CC=2N=N1.Cl.C(N=C=NCCCN(C)C)C, predict the reaction product. The product is: [C:38]([NH:37][CH2:36][CH2:35][NH:34][C:31]([C:28]1[CH2:27][CH2:26][NH:25][C:24]2[N:23]=[CH:22][N:21]=[C:20]([NH:19][C:4]3[CH:5]=[CH:6][C:7]([O:8][C:9]4[CH:14]=[CH:13][CH:12]=[C:11]([C:15]([F:17])([F:16])[F:18])[CH:10]=4)=[C:2]([Cl:1])[CH:3]=3)[C:30]=2[CH:29]=1)=[O:33])(=[O:40])[CH3:39]. (3) Given the reactants [NH2:1][C:2]1[C:7]([CH3:8])=[C:6]([CH3:9])[C:5](Br)=[CH:4][N:3]=1.[CH3:11]B1OB(C)OB(C)O1.C([O-])([O-])=O.[K+].[K+], predict the reaction product. The product is: [NH2:1][C:2]1[C:7]([CH3:8])=[C:6]([CH3:9])[C:5]([CH3:11])=[CH:4][N:3]=1. (4) Given the reactants [NH2:1][C:2]1[CH:3]=[C:4]([CH:16]=[CH:17][CH:18]=1)[O:5][C:6]1[CH:11]=[CH:10][N:9]=[C:8]2[NH:12][C:13](=[O:15])[NH:14][C:7]=12.[C:19]([C:23]1[CH:24]=[C:25]([CH:29]=[CH:30][CH:31]=1)[C:26](Cl)=[O:27])([CH3:22])([CH3:21])[CH3:20], predict the reaction product. The product is: [C:19]([C:23]1[CH:24]=[C:25]([CH:29]=[CH:30][CH:31]=1)[C:26]([NH:1][C:2]1[CH:18]=[CH:17][CH:16]=[C:4]([O:5][C:6]2[CH:11]=[CH:10][N:9]=[C:8]3[NH:12][C:13](=[O:15])[NH:14][C:7]=23)[CH:3]=1)=[O:27])([CH3:22])([CH3:20])[CH3:21]. (5) Given the reactants [CH3:1][O:2][C:3]1[CH:8]=[CH:7][CH:6]=[CH:5][C:4]=1[C:9]1[N:14]=[C:13](S(C)=O)[N:12]=[C:11]([C:18]([NH2:20])=[O:19])[CH:10]=1.C[CH2:22][N:23](C(C)C)[CH:24](C)C.Cl.CNC, predict the reaction product. The product is: [CH3:22][N:23]([CH3:24])[C:13]1[N:12]=[C:11]([C:18]([NH2:20])=[O:19])[CH:10]=[C:9]([C:4]2[CH:5]=[CH:6][CH:7]=[CH:8][C:3]=2[O:2][CH3:1])[N:14]=1. (6) Given the reactants C[O:2][C:3]([C:5]1[CH:13]=[C:12]2[C:8]([CH:9]=[CH:10][NH:11]2)=[CH:7][CH:6]=1)=[O:4].[C:14]1(=O)[CH2:19][CH2:18][CH2:17][CH2:16][CH2:15]1.C[O-].[Na+].O, predict the reaction product. The product is: [C:14]1([C:9]2[C:8]3[C:12](=[CH:13][C:5]([C:3]([OH:2])=[O:4])=[CH:6][CH:7]=3)[NH:11][CH:10]=2)[CH2:19][CH2:18][CH2:17][CH2:16][CH:15]=1.